Task: Regression. Given a peptide amino acid sequence and an MHC pseudo amino acid sequence, predict their binding affinity value. This is MHC class I binding data.. Dataset: Peptide-MHC class I binding affinity with 185,985 pairs from IEDB/IMGT The peptide sequence is TSIMFLPL. The MHC is H-2-Db with pseudo-sequence H-2-Db. The binding affinity (normalized) is 0.285.